This data is from Reaction yield outcomes from USPTO patents with 853,638 reactions. The task is: Predict the reaction yield, written as a fraction of the theoretical maximum amount of product (1.0 means a 100% yield; for example, 0.34 means a 34% yield). (1) The reactants are [NH2:1][C:2]1[CH:7]=[CH:6][C:5]([F:8])=[CH:4][C:3]=1[NH:9][C:10]1[N:18]=[C:17]2[C:13]([NH:14][C:15](=[O:26])[N:16]2[C@H:19]2[CH2:24][CH2:23][C@H:22]([OH:25])[CH2:21][CH2:20]2)=[C:12]([Cl:27])[N:11]=1.CO.[CH3:30]OC(OC)OC.C1(C)C=CC(S(O)(=O)=O)=CC=1. The catalyst is O.C(#N)C. The yield is 0.880. The product is [Cl:27][C:12]1[N:11]=[C:10]([N:9]2[C:3]3[CH:4]=[C:5]([F:8])[CH:6]=[CH:7][C:2]=3[N:1]=[CH:30]2)[N:18]=[C:17]2[C:13]=1[NH:14][C:15](=[O:26])[N:16]2[C@H:19]1[CH2:20][CH2:21][C@H:22]([OH:25])[CH2:23][CH2:24]1. (2) The reactants are [NH2:1][C:2]1[N:6]([CH3:7])[C:5](=[O:8])[C:4]([C:19]2[CH:24]=[CH:23][CH:22]=[C:21](Br)[CH:20]=2)([C:9]2[CH:14]=[CH:13][C:12]([Si:15]([CH3:18])([CH3:17])[CH3:16])=[CH:11][CH:10]=2)[N:3]=1.[CH3:26][O:27][C:28]1[CH:29]=[C:30](B(O)O)[CH:31]=[CH:32][CH:33]=1.C(=O)([O-])[O-].[Cs+].[Cs+]. The catalyst is COCCOC.O.C(O)C.O. The product is [NH2:1][C:2]1[N:6]([CH3:7])[C:5](=[O:8])[C:4]([C:19]2[CH:20]=[C:21]([C:32]3[CH:31]=[CH:30][CH:29]=[C:28]([O:27][CH3:26])[CH:33]=3)[CH:22]=[CH:23][CH:24]=2)([C:9]2[CH:14]=[CH:13][C:12]([Si:15]([CH3:18])([CH3:17])[CH3:16])=[CH:11][CH:10]=2)[N:3]=1. The yield is 0.730.